Dataset: Catalyst prediction with 721,799 reactions and 888 catalyst types from USPTO. Task: Predict which catalyst facilitates the given reaction. (1) Reactant: [Cl:1][C:2]1[CH:3]=[C:4]([C:9](=O)[CH2:10][CH2:11][C:12]2[N:13]=[N:14][NH:15][N:16]=2)[CH:5]=[CH:6][C:7]=1[Cl:8].Cl.[CH3:19][O:20][NH2:21].N1C=CC=CC=1. Product: [CH3:19][O:20][N:21]=[C:9]([C:4]1[CH:5]=[CH:6][C:7]([Cl:8])=[C:2]([Cl:1])[CH:3]=1)[CH2:10][CH2:11][C:12]1[N:13]=[N:14][NH:15][N:16]=1. The catalyst class is: 6. (2) Reactant: [CH3:1][C:2]1[N:3]([C:8]([C:21]2[CH:26]=[CH:25][CH:24]=[CH:23][CH:22]=2)([C:15]2[CH:20]=[CH:19][CH:18]=[CH:17][CH:16]=2)[C:9]2[CH:14]=[CH:13][CH:12]=[CH:11][CH:10]=2)[CH:4]=[C:5]([CH3:7])[N:6]=1.Br.[Br:28][CH2:29][C:30]([C:32]1[CH:37]=[CH:36][C:35]([Br:38])=[CH:34][N:33]=1)=[O:31].P([O-])([O-])([O-])=O.[K+].[K+].[K+].S([O-])([O-])(=O)=O.[Na+].[Na+].C(C1C=CC=C(C(C)(C)C)N=1)(C)(C)C. Product: [Br-:28].[Br:38][C:35]1[CH:36]=[CH:37][C:32]([C:30](=[O:31])[CH2:29][N:6]2[C:5]([CH3:7])=[CH:4][N+:3]([C:8]([C:9]3[CH:14]=[CH:13][CH:12]=[CH:11][CH:10]=3)([C:15]3[CH:16]=[CH:17][CH:18]=[CH:19][CH:20]=3)[C:21]3[CH:26]=[CH:25][CH:24]=[CH:23][CH:22]=3)=[C:2]2[CH3:1])=[N:33][CH:34]=1. The catalyst class is: 684. (3) Reactant: Br[C:2]1[N:3]([CH2:12][O:13][CH2:14][CH2:15][Si:16]([CH3:19])([CH3:18])[CH3:17])[C:4]([Br:11])=[C:5]([C:7]([O:9][CH3:10])=[O:8])[N:6]=1.[F:20][C:21]([F:35])([F:34])[C:22]1[C:23]([N:28]2[CH2:33][CH2:32][NH:31][CH2:30][CH2:29]2)=[N:24][CH:25]=[CH:26][CH:27]=1. Product: [Br:11][C:4]1[N:3]([CH2:12][O:13][CH2:14][CH2:15][Si:16]([CH3:19])([CH3:18])[CH3:17])[C:2]([N:31]2[CH2:32][CH2:33][N:28]([C:23]3[C:22]([C:21]([F:35])([F:20])[F:34])=[CH:27][CH:26]=[CH:25][N:24]=3)[CH2:29][CH2:30]2)=[N:6][C:5]=1[C:7]([O:9][CH3:10])=[O:8]. The catalyst class is: 5. (4) Reactant: [F:1][C:2]1[CH:9]=[CH:8][C:5]([CH:6]=O)=[CH:4][CH:3]=1.[CH3:10][O:11][C:12]1[CH:13]=[C:14]([CH:16]=[CH:17][CH:18]=1)[NH2:15]. Product: [F:1][C:2]1[CH:9]=[CH:8][C:5]([CH:6]=[N:15][C:14]2[CH:16]=[CH:17][CH:18]=[C:12]([O:11][CH3:10])[CH:13]=2)=[CH:4][CH:3]=1. The catalyst class is: 8. (5) Reactant: [F:1][C:2]1[CH:7]=[CH:6][CH:5]=[C:4]([F:8])[C:3]=1[C:9]1[S:10][CH2:11][CH:12]([C:14]2[CH:19]=[CH:18][C:17](Br)=[CH:16][CH:15]=2)[N:13]=1.[F:21][C:22]([F:36])([F:35])[CH2:23][O:24][C:25]1[CH:30]=[CH:29][C:28]([Sn](C)(C)C)=[CH:27][N:26]=1.[Cl-].[Li+]. Product: [F:1][C:2]1[CH:7]=[CH:6][CH:5]=[C:4]([F:8])[C:3]=1[C:9]1[S:10][CH2:11][CH:12]([C:14]2[CH:19]=[CH:18][C:17]([C:28]3[CH:29]=[CH:30][C:25]([O:24][CH2:23][C:22]([F:36])([F:21])[F:35])=[N:26][CH:27]=3)=[CH:16][CH:15]=2)[N:13]=1. The catalyst class is: 77. (6) Product: [F:1][C:2]([F:20])([F:21])[CH:3]([NH:10][C@H:11]([C:16]([OH:18])=[O:17])[CH2:12][CH:13]([CH3:15])[CH3:14])[C:4]1[CH:9]=[CH:8][CH:7]=[CH:6][CH:5]=1. Reactant: [F:1][C:2]([F:21])([F:20])[CH:3]([NH:10][C@H:11]([C:16]([O:18]C)=[O:17])[CH2:12][CH:13]([CH3:15])[CH3:14])[C:4]1[CH:9]=[CH:8][CH:7]=[CH:6][CH:5]=1.[Li+].[OH-]. The catalyst class is: 36. (7) Reactant: [F:1][CH:2]([F:5])[CH2:3][OH:4].[H-].[Na+].[Br:8][C:9]1[CH:10]=[C:11]([N:16]2[CH2:21][CH2:20][O:19][CH2:18][CH2:17]2)[C:12](F)=[N:13][CH:14]=1. Product: [Br:8][C:9]1[CH:10]=[C:11]([N:16]2[CH2:21][CH2:20][O:19][CH2:18][CH2:17]2)[C:12]([O:4][CH2:3][CH:2]([F:5])[F:1])=[N:13][CH:14]=1. The catalyst class is: 12.